Dataset: Catalyst prediction with 721,799 reactions and 888 catalyst types from USPTO. Task: Predict which catalyst facilitates the given reaction. (1) Reactant: C[C@@H:2]([OH:34])[C@H:3]1[O:8][C@H:7]([O:9][C@H:10]2[C@H](O)[C@@H](O[C@H]3OC[C@@](O)(C)[C@H](NC)[C@H]3O)[C@H](N)C[C@@H]2N)[C@H:6](N)[C@@H:5]([OH:32])[C@@H:4]1[OH:33].[Cl-].[Na+].[Cl-].[K+].[Cl-].[Ca+2].[Cl-].[Cl-].[Mg+2].[Cl-].[OH:45]CCN1CCN(CCS(O)(=O)=O)CC1.C(O)C(N)(CO)CO.ClCl. Product: [CH3:10][O:9][C@H:7]1[O:8][C@H:3]([CH2:2][OH:34])[C@@H:4]([OH:33])[C@H:5]([OH:32])[C@H:6]1[OH:45]. The catalyst class is: 58. (2) Reactant: [Br:1][C:2]1[CH:3]=[C:4]([CH:9]=[CH:10][CH:11]=1)[O:5][CH2:6][CH2:7][OH:8].N1C=CN=C1.[CH3:17][C:18]([Si:21](Cl)([CH3:23])[CH3:22])([CH3:20])[CH3:19]. Product: [Br:1][C:2]1[CH:3]=[C:4]([CH:9]=[CH:10][CH:11]=1)[O:5][CH2:6][CH2:7][O:8][Si:21]([C:18]([CH3:20])([CH3:19])[CH3:17])([CH3:23])[CH3:22]. The catalyst class is: 4. (3) Reactant: [H-].[Na+].[CH2:3]([O:5][C:6](=[O:25])[CH:7](P(C1C=CC=CC=1)(C1C=CC=CC=1)=O)[O:8][CH2:9][CH3:10])[CH3:4].[C:26]([O:30][C:31](=[O:50])[N:32]([CH2:40][CH2:41][C:42]1[CH:47]=[CH:46][C:45]([CH:48]=O)=[CH:44][CH:43]=1)[CH2:33][CH2:34][CH2:35][CH2:36][CH2:37][CH2:38][CH3:39])([CH3:29])([CH3:28])[CH3:27]. Product: [CH2:3]([O:5][C:6](=[O:25])[C:7]([O:8][CH2:9][CH3:10])=[CH:48][C:45]1[CH:46]=[CH:47][C:42]([CH2:41][CH2:40][N:32]([C:31]([O:30][C:26]([CH3:29])([CH3:28])[CH3:27])=[O:50])[CH2:33][CH2:34][CH2:35][CH2:36][CH2:37][CH2:38][CH3:39])=[CH:43][CH:44]=1)[CH3:4]. The catalyst class is: 7. (4) Reactant: [N:1]1([C:7]([O:9][C:10]([CH3:13])([CH3:12])[CH3:11])=[O:8])[CH2:6][CH2:5][NH:4][CH2:3][CH2:2]1.[CH2:14](Br)[C:15]1[CH:20]=[CH:19][CH:18]=[CH:17][CH:16]=1.C(N(CC)CC)C. Product: [CH2:14]([N:4]1[CH2:5][CH2:6][N:1]([C:7]([O:9][C:10]([CH3:13])([CH3:12])[CH3:11])=[O:8])[CH2:2][CH2:3]1)[C:15]1[CH:20]=[CH:19][CH:18]=[CH:17][CH:16]=1. The catalyst class is: 10. (5) The catalyst class is: 233. Reactant: FC(F)(F)S(O[C:7]1[CH:12]=[CH:11][N:10]([CH2:13][C:14]2[CH:19]=[CH:18][CH:17]=[C:16]([F:20])[CH:15]=2)[C:9](=[O:21])[C:8]=1[Br:22])(=O)=O.[C:25]1([C:31]#[CH:32])[CH:30]=[CH:29][CH:28]=[CH:27][CH:26]=1. Product: [Br:22][C:8]1[C:9](=[O:21])[N:10]([CH2:13][C:14]2[CH:19]=[CH:18][CH:17]=[C:16]([F:20])[CH:15]=2)[CH:11]=[CH:12][C:7]=1[C:32]#[C:31][C:25]1[CH:30]=[CH:29][CH:28]=[CH:27][CH:26]=1. (6) Product: [CH:1]1([NH:5][C:6](=[O:7])[C:8]2[CH:27]=[CH:26][CH:25]=[C:10]([CH2:11][N:12]3[CH2:13][CH2:14][NH:15][CH2:16][CH2:17]3)[CH:9]=2)[CH2:2][CH2:3][CH2:4]1. Reactant: [CH:1]1([NH:5][C:6]([C:8]2[CH:9]=[C:10]([CH:25]=[CH:26][CH:27]=2)[CH2:11][N:12]2[CH2:17][CH2:16][N:15](C(OC(C)(C)C)=O)[CH2:14][CH2:13]2)=[O:7])[CH2:4][CH2:3][CH2:2]1.FC(F)(F)C(O)=O. The catalyst class is: 4.